This data is from Full USPTO retrosynthesis dataset with 1.9M reactions from patents (1976-2016). The task is: Predict the reactants needed to synthesize the given product. (1) Given the product [CH3:1][O:2][C:3]1[CH:4]=[C:5]([NH:11][C:12]2[C:13]3[N:39]=[CH:38][S:37][C:14]=3[N:15]=[C:16]([N:18]3[CH2:22][CH2:21][CH:20]([NH:23][C:24]([C:26]4[CH:35]=[CH:34][C:29]([C:30]([O:32][CH3:33])=[O:31])=[C:28]([O:36][CH3:42])[CH:27]=4)=[O:25])[CH2:19]3)[N:17]=2)[CH:6]=[CH:7][C:8]=1[O:9][CH3:10], predict the reactants needed to synthesize it. The reactants are: [CH3:1][O:2][C:3]1[CH:4]=[C:5]([NH:11][C:12]2[C:13]3[N:39]=[CH:38][S:37][C:14]=3[N:15]=[C:16]([N:18]3[CH2:22][CH2:21][CH:20]([NH:23][C:24]([C:26]4[CH:35]=[CH:34][C:29]([C:30]([O:32][CH3:33])=[O:31])=[C:28]([OH:36])[CH:27]=4)=[O:25])[CH2:19]3)[N:17]=2)[CH:6]=[CH:7][C:8]=1[O:9][CH3:10].CI.[C:42]([O-])([O-])=O.[K+].[K+].O. (2) Given the product [CH3:2][N:3]([CH3:31])[CH:4]1[CH2:9][CH2:8][CH:7]([O:10][C:11]2[C:22]3[C:21]4[C@@H:20]([CH2:23][C:24]([F:30])([F:29])[C:25]([NH2:1])=[O:27])[CH2:19][CH2:18][C:17]=4[S:16][C:15]=3[N:14]=[CH:13][N:12]=2)[CH2:6][CH2:5]1, predict the reactants needed to synthesize it. The reactants are: [NH3:1].[CH3:2][N:3]([CH3:31])[CH:4]1[CH2:9][CH2:8][CH:7]([O:10][C:11]2[C:22]3[C:21]4[C@@H:20]([CH2:23][C:24]([F:30])([F:29])[C:25]([O:27]C)=O)[CH2:19][CH2:18][C:17]=4[S:16][C:15]=3[N:14]=[CH:13][N:12]=2)[CH2:6][CH2:5]1. (3) Given the product [CH3:13][C:6]1[N:5]=[CH:4][CH:9]=[C:8]([C:10]([OH:12])=[O:11])[CH:7]=1, predict the reactants needed to synthesize it. The reactants are: [H][H].Cl[C:4]1[CH:9]=[C:8]([C:10]([OH:12])=[O:11])[CH:7]=[C:6]([CH3:13])[N:5]=1.C(N(CC)CC)C.